Dataset: HIV replication inhibition screening data with 41,000+ compounds from the AIDS Antiviral Screen. Task: Binary Classification. Given a drug SMILES string, predict its activity (active/inactive) in a high-throughput screening assay against a specified biological target. The compound is Cc1ccc(C)c(NC2=NC(=O)C(CC(=O)Nc3ccc(Cl)cc3Cl)S2)c1. The result is 0 (inactive).